This data is from Reaction yield outcomes from USPTO patents with 853,638 reactions. The task is: Predict the reaction yield, written as a fraction of the theoretical maximum amount of product (1.0 means a 100% yield; for example, 0.34 means a 34% yield). (1) The reactants are [CH3:1][O:2][C:3](=[O:23])/[C:4](/[NH:12][C:13]([O:15][CH2:16][C:17]1[CH:22]=[CH:21][CH:20]=[CH:19][CH:18]=1)=[O:14])=[CH:5]/[CH2:6][C:7]([CH3:11])([CH3:10])[CH:8]=[CH2:9]. The catalyst is CO. The product is [CH3:1][O:2][C:3](=[O:23])[C@@H:4]([NH:12][C:13]([O:15][CH2:16][C:17]1[CH:18]=[CH:19][CH:20]=[CH:21][CH:22]=1)=[O:14])[CH2:5][CH2:6][C:7]([CH3:10])([CH3:11])[CH2:8][CH3:9]. The yield is 0.810. (2) The reactants are [CH3:1][S:2][C:3]1[N:4]=[CH:5][C:6]2[C:15](=[O:16])[N:14]([C:17]3[CH:18]=[C:19]([C:23]4[N:27]=[C:26]([C:28](OC)=[O:29])[O:25][N:24]=4)[CH:20]=[CH:21][CH:22]=3)[CH2:13][C@H:12]3[N:8]([CH2:9][CH2:10][CH2:11]3)[C:7]=2[N:32]=1.[CH3:33][NH:34][CH3:35].C1COCC1. The catalyst is C1COCC1. The product is [CH3:33][N:34]([CH3:35])[C:28]([C:26]1[O:25][N:24]=[C:23]([C:19]2[CH:20]=[CH:21][CH:22]=[C:17]([N:14]3[CH2:13][C@H:12]4[N:8]([CH2:9][CH2:10][CH2:11]4)[C:7]4[N:32]=[C:3]([S:2][CH3:1])[N:4]=[CH:5][C:6]=4[C:15]3=[O:16])[CH:18]=2)[N:27]=1)=[O:29]. The yield is 0.900. (3) The reactants are [F:1][C:2]1[C:7]([OH:8])=[CH:6][CH:5]=[C:4]([F:9])[C:3]=1[NH:10][C:11](=O)[C:12]1[CH:17]=[C:16]([C:18]2[CH:23]=[C:22]([F:24])[CH:21]=[C:20]([F:25])[CH:19]=2)[CH:15]=[C:14]([CH3:26])[C:13]=1[CH3:27]. The catalyst is C1COCC1. The product is [F:24][C:22]1[CH:23]=[C:18]([C:16]2[CH:15]=[C:14]([CH3:26])[C:13]([CH3:27])=[C:12]([CH2:11][NH:10][C:3]3[C:2]([F:1])=[C:7]([OH:8])[CH:6]=[CH:5][C:4]=3[F:9])[CH:17]=2)[CH:19]=[C:20]([F:25])[CH:21]=1. The yield is 0.450. (4) The reactants are [F:1][C:2]1[CH:24]=[C:23]([F:25])[CH:22]=[CH:21][C:3]=1[O:4][CH2:5][C@@H:6]([OH:20])[C@@H:7]([NH:9]C(=O)OCC1C=CC=CC=1)[CH3:8].[ClH:26]. The catalyst is C(O)C.C(OCC)C.[Pd]. The product is [Cl-:26].[F:1][C:2]1[CH:24]=[C:23]([F:25])[CH:22]=[CH:21][C:3]=1[O:4][CH2:5][C@@H:6]([OH:20])[C@@H:7]([NH3+:9])[CH3:8]. The yield is 0.940.